Dataset: Reaction yield outcomes from USPTO patents with 853,638 reactions. Task: Predict the reaction yield, written as a fraction of the theoretical maximum amount of product (1.0 means a 100% yield; for example, 0.34 means a 34% yield). The reactants are [CH3:1][C:2]1([CH3:10])[O:6][C@@H:5]([CH2:7][CH2:8]O)[CH2:4][O:3]1.C(N(CC)CC)C.CS(Cl)(=O)=O.[NH4+].[Cl-].[Na+].[I-:26]. The catalyst is C(Cl)Cl.CN(C1C=CN=CC=1)C.CC(C)=O.O. The product is [I:26][CH2:8][CH2:7][C@H:5]1[CH2:4][O:3][C:2]([CH3:10])([CH3:1])[O:6]1. The yield is 0.320.